This data is from Forward reaction prediction with 1.9M reactions from USPTO patents (1976-2016). The task is: Predict the product of the given reaction. Given the reactants [NH2:1][CH2:2][CH2:3][NH:4][C:5]1[N:14]=[C:13]([NH:15][CH:16]2[CH2:21][CH2:20][N:19]([CH2:22][C:23]3[C:28]([O:29][CH3:30])=[CH:27][CH:26]=[CH:25][C:24]=3[N:31]([CH3:33])[CH3:32])[CH2:18][CH2:17]2)[C:12]2[C:7](=[CH:8][CH:9]=[CH:10][CH:11]=2)[N:6]=1.[CH:34]([N:37]=[C:38]=[O:39])([CH3:36])[CH3:35], predict the reaction product. The product is: [CH3:33][N:31]([CH3:32])[C:24]1[CH:25]=[CH:26][CH:27]=[C:28]([O:29][CH3:30])[C:23]=1[CH2:22][N:19]1[CH2:20][CH2:21][CH:16]([NH:15][C:13]2[C:12]3[C:7](=[CH:8][CH:9]=[CH:10][CH:11]=3)[N:6]=[C:5]([NH:4][CH2:3][CH2:2][NH:1][C:38]([NH:37][CH:34]([CH3:36])[CH3:35])=[O:39])[N:14]=2)[CH2:17][CH2:18]1.